From a dataset of Forward reaction prediction with 1.9M reactions from USPTO patents (1976-2016). Predict the product of the given reaction. The product is: [O:19]=[S:15]1(=[O:18])[CH2:16][CH2:17][N:12]([C:3]2[C:4]([F:11])=[CH:5][C:6]([NH2:8])=[CH:7][C:2]=2[F:1])[CH2:13][CH2:14]1. Given the reactants [F:1][C:2]1[CH:7]=[C:6]([N+:8]([O-])=O)[CH:5]=[C:4]([F:11])[C:3]=1[N:12]1[CH2:17][CH2:16][S:15](=[O:19])(=[O:18])[CH2:14][CH2:13]1.[H][H], predict the reaction product.